From a dataset of Reaction yield outcomes from USPTO patents with 853,638 reactions. Predict the reaction yield, written as a fraction of the theoretical maximum amount of product (1.0 means a 100% yield; for example, 0.34 means a 34% yield). (1) The reactants are C([O:3][C:4]([C:6]1[CH:7]=[C:8]2[C:12](=[CH:13][C:14]=1[NH:15][C:16]([C:18]1[C:27](=[O:28])[C:26]3[C:21](=[CH:22][CH:23]=[CH:24][CH:25]=3)[NH:20][CH:19]=1)=[O:17])[NH:11][CH:10]=[CH:9]2)=[O:5])C.[OH-].[Na+]. The catalyst is C1COCC1. The product is [O:28]=[C:27]1[C:26]2[C:21](=[CH:22][CH:23]=[CH:24][CH:25]=2)[NH:20][CH:19]=[C:18]1[C:16]([NH:15][C:14]1[CH:13]=[C:12]2[C:8]([CH:9]=[CH:10][NH:11]2)=[CH:7][C:6]=1[C:4]([OH:5])=[O:3])=[O:17]. The yield is 0.930. (2) The reactants are [N+:1]([C:4]1[CH:12]=[CH:11][C:7]2[N:8]=[CH:9][NH:10][C:6]=2[CH:5]=1)([O-:3])=[O:2].[CH3:13][CH2:14][Mg+].[Br-].ClC1C(=O)C(Cl)=C(Cl)C(=O)C=1Cl.CCOC(C)=O. The catalyst is C1COCC1. The product is [CH2:13]([C:5]1[C:6]2[NH:10][CH:9]=[N:8][C:7]=2[CH:11]=[CH:12][C:4]=1[N+:1]([O-:3])=[O:2])[CH3:14]. The yield is 0.520.